Dataset: NCI-60 drug combinations with 297,098 pairs across 59 cell lines. Task: Regression. Given two drug SMILES strings and cell line genomic features, predict the synergy score measuring deviation from expected non-interaction effect. Drug 1: C1=CC(=CC=C1CCC2=CNC3=C2C(=O)NC(=N3)N)C(=O)NC(CCC(=O)O)C(=O)O. Drug 2: CC1CCCC2(C(O2)CC(NC(=O)CC(C(C(=O)C(C1O)C)(C)C)O)C(=CC3=CSC(=N3)C)C)C. Cell line: MCF7. Synergy scores: CSS=34.6, Synergy_ZIP=1.21, Synergy_Bliss=2.77, Synergy_Loewe=3.90, Synergy_HSA=4.43.